From a dataset of Catalyst prediction with 721,799 reactions and 888 catalyst types from USPTO. Predict which catalyst facilitates the given reaction. (1) Reactant: Br[C:2]1[CH:7]=[CH:6][CH:5]=[CH:4][N:3]=1.C([Mg]Cl)(C)C.[CH:13]1(/[CH:18]=[N:19]/[S@@:20]([C:22]([CH3:25])([CH3:24])[CH3:23])=[O:21])[CH2:17][CH2:16][CH2:15][CH2:14]1. Product: [CH:13]1([C@@H:18]([C:2]2[CH:7]=[CH:6][CH:5]=[CH:4][N:3]=2)[NH:19][S:20]([C:22]([CH3:25])([CH3:24])[CH3:23])=[O:21])[CH2:14][CH2:15][CH2:16][CH2:17]1. The catalyst class is: 76. (2) Reactant: [C:1]([C:4]1[CH:9]=[CH:8][C:7]([NH:10][C:11]([NH2:13])=[O:12])=[CH:6][CH:5]=1)([OH:3])=[O:2].[CH2:14]1[C:19](=[O:20])[O:18][CH2:17][C:15]1=O.[N+](C)([O-])=O.C(OC(=O)C)C. Product: [O:20]=[C:19]1[O:18][CH2:17][C:15]([NH:13][C:11](=[O:12])[NH:10][C:7]2[CH:6]=[CH:5][C:4]([C:1]([OH:3])=[O:2])=[CH:9][CH:8]=2)=[CH:14]1. The catalyst class is: 6. (3) Reactant: [Cl:1][C:2]1[CH:3]=[C:4]([CH:6]=[C:7]([C:9]2[N:13]([CH3:14])[C:12]([CH3:15])=[N:11][CH:10]=2)[CH:8]=1)[NH2:5].C([Li])CCC.Cl[C:22]1[C:31]2[CH2:30][CH2:29][C:28]3[CH:32]=[CH:33][CH:34]=[CH:35][C:27]=3[C:26]=2[N:25]=[CH:24][N:23]=1. Product: [Cl:1][C:2]1[CH:3]=[C:4]([NH:5][C:22]2[C:31]3[CH2:30][CH2:29][C:28]4[CH:32]=[CH:33][CH:34]=[CH:35][C:27]=4[C:26]=3[N:25]=[CH:24][N:23]=2)[CH:6]=[C:7]([C:9]2[N:13]([CH3:14])[C:12]([CH3:15])=[N:11][CH:10]=2)[CH:8]=1. The catalyst class is: 188. (4) Reactant: [C:1]([C:6]1[N:10]2[C:11]([CH2:15]Cl)=[CH:12][CH:13]=[CH:14][C:9]2=[N:8][CH:7]=1)([O:3]CC)=O.[C:17]([O:21][C:22]([N:24]1[CH2:29][CH2:28][CH:27]([CH2:30][NH2:31])[CH2:26][CH2:25]1)=[O:23])([CH3:20])([CH3:19])[CH3:18].C(N(CC)CC)C. Product: [C:17]([O:21][C:22]([N:24]1[CH2:29][CH2:28][CH:27]([CH2:30][N:31]2[CH2:15][C:11]3[N:10]4[C:6](=[CH:7][N:8]=[C:9]4[CH:14]=[CH:13][CH:12]=3)[C:1]2=[O:3])[CH2:26][CH2:25]1)=[O:23])([CH3:20])([CH3:19])[CH3:18]. The catalyst class is: 8.